From a dataset of Forward reaction prediction with 1.9M reactions from USPTO patents (1976-2016). Predict the product of the given reaction. (1) Given the reactants [C:1]([NH2:9])(=[O:8])[C:2]1[CH:7]=[CH:6][N:5]=[CH:4][CH:3]=1.[Br:10][CH:11]([CH3:13])[CH3:12], predict the reaction product. The product is: [Br-:10].[CH:11]([N+:5]1[CH:6]=[CH:7][C:2]([C:1]([NH2:9])=[O:8])=[CH:3][CH:4]=1)([CH3:13])[CH3:12]. (2) Given the reactants [CH:1]([N:4]1[C:8]([CH2:9][CH2:10][C:11]2[C:15]3[CH:16]=[C:17]([CH3:29])[C:18]([O:20][C:21]([CH3:28])([CH3:27])[C:22]([O:24]CC)=[O:23])=[CH:19][C:14]=3[O:13][N:12]=2)=[CH:7][C:6]([C:30]2[CH:35]=[CH:34][C:33]([C:36]([F:39])([F:38])[F:37])=[CH:32][CH:31]=2)=[N:5]1)([CH3:3])[CH3:2].O.[OH-].[Li+].Cl, predict the reaction product. The product is: [CH:1]([N:4]1[C:8]([CH2:9][CH2:10][C:11]2[C:15]3[CH:16]=[C:17]([CH3:29])[C:18]([O:20][C:21]([CH3:27])([CH3:28])[C:22]([OH:24])=[O:23])=[CH:19][C:14]=3[O:13][N:12]=2)=[CH:7][C:6]([C:30]2[CH:31]=[CH:32][C:33]([C:36]([F:39])([F:38])[F:37])=[CH:34][CH:35]=2)=[N:5]1)([CH3:3])[CH3:2].